Task: Regression. Given two drug SMILES strings and cell line genomic features, predict the synergy score measuring deviation from expected non-interaction effect.. Dataset: NCI-60 drug combinations with 297,098 pairs across 59 cell lines (1) Drug 1: C1CCC(CC1)NC(=O)N(CCCl)N=O. Drug 2: C1=CN(C=N1)CC(O)(P(=O)(O)O)P(=O)(O)O. Cell line: CCRF-CEM. Synergy scores: CSS=2.11, Synergy_ZIP=-13.4, Synergy_Bliss=-26.5, Synergy_Loewe=-32.9, Synergy_HSA=-26.5. (2) Drug 1: C1=NC(=NC(=O)N1C2C(C(C(O2)CO)O)O)N. Drug 2: CN(CC1=CN=C2C(=N1)C(=NC(=N2)N)N)C3=CC=C(C=C3)C(=O)NC(CCC(=O)O)C(=O)O. Cell line: HL-60(TB). Synergy scores: CSS=61.6, Synergy_ZIP=1.23, Synergy_Bliss=-4.76, Synergy_Loewe=-19.7, Synergy_HSA=0.779. (3) Drug 1: C1CC(C1)(C(=O)O)C(=O)O.[NH2-].[NH2-].[Pt+2]. Drug 2: CCN(CC)CCNC(=O)C1=C(NC(=C1C)C=C2C3=C(C=CC(=C3)F)NC2=O)C. Cell line: CCRF-CEM. Synergy scores: CSS=30.3, Synergy_ZIP=-6.52, Synergy_Bliss=-0.812, Synergy_Loewe=-5.44, Synergy_HSA=-5.78. (4) Drug 1: CN1CCC(CC1)COC2=C(C=C3C(=C2)N=CN=C3NC4=C(C=C(C=C4)Br)F)OC. Drug 2: C1=C(C(=O)NC(=O)N1)N(CCCl)CCCl. Cell line: TK-10. Synergy scores: CSS=22.4, Synergy_ZIP=-9.74, Synergy_Bliss=-2.19, Synergy_Loewe=-13.6, Synergy_HSA=-0.634. (5) Drug 1: CCC1=CC2CC(C3=C(CN(C2)C1)C4=CC=CC=C4N3)(C5=C(C=C6C(=C5)C78CCN9C7C(C=CC9)(C(C(C8N6C)(C(=O)OC)O)OC(=O)C)CC)OC)C(=O)OC.C(C(C(=O)O)O)(C(=O)O)O. Drug 2: C1=CC(=CC=C1CCCC(=O)O)N(CCCl)CCCl. Cell line: MOLT-4. Synergy scores: CSS=87.9, Synergy_ZIP=0.672, Synergy_Bliss=-3.44, Synergy_Loewe=-3.50, Synergy_HSA=-0.991.